From a dataset of Reaction yield outcomes from USPTO patents with 853,638 reactions. Predict the reaction yield, written as a fraction of the theoretical maximum amount of product (1.0 means a 100% yield; for example, 0.34 means a 34% yield). (1) The reactants are [Cl:1][C:2]1[C:3]2[C:4]3[CH2:5][C@H:6]([CH2:15][CH2:16][OH:17])[CH2:7][CH2:8][C:9]=3[S:10][C:11]=2[N:12]=[CH:13][N:14]=1.[CH3:18][C:19]([Si:22](Cl)([CH3:24])[CH3:23])([CH3:21])[CH3:20].N1C=CN=C1. The catalyst is CN(C=O)C. The product is [Si:22]([O:17][CH2:16][CH2:15][C@H:6]1[CH2:5][C:4]2[C:3]3[C:2]([Cl:1])=[N:14][CH:13]=[N:12][C:11]=3[S:10][C:9]=2[CH2:8][CH2:7]1)([C:19]([CH3:21])([CH3:20])[CH3:18])([CH3:24])[CH3:23]. The yield is 0.980. (2) The reactants are O[C:2]1([C:25]2[CH:30]=[CH:29][C:28]([O:31][CH3:32])=[CH:27][CH:26]=2)[C:10]2[C:5](=[CH:6][CH:7]=[CH:8][CH:9]=2)[C:4]([C:11]2[CH:16]=[CH:15][C:14]3[O:17][CH2:18][O:19][C:13]=3[CH:12]=2)=[C:3]1[C:20]([O:22]CC)=[O:21].BrC1C=CC(OC)=CC=1.[Mg].COC1C=CC([Mg]Br)=CC=1.C1OC2C=CC(C3C4C(=CC=CC=4)C(=O)C=3C(OCC)=O)=CC=2O1. The catalyst is CCOCC.C1COCC1. The product is [CH3:32][O:31][C:28]1[CH:29]=[CH:30][C:25]([CH:2]2[C:10]3[C:5](=[CH:6][CH:7]=[CH:8][CH:9]=3)[CH:4]([C:11]3[CH:16]=[CH:15][C:14]4[O:17][CH2:18][O:19][C:13]=4[CH:12]=3)[CH:3]2[C:20]([OH:22])=[O:21])=[CH:26][CH:27]=1. The yield is 0.800.